From a dataset of Forward reaction prediction with 1.9M reactions from USPTO patents (1976-2016). Predict the product of the given reaction. (1) Given the reactants [F-].C([N+](CCCC)(CCCC)CCCC)CCC.[CH:19]1([NH:25][CH2:26][C:27]2[CH:32]=[CH:31][N:30]=[C:29]3[N:33](S(C4C=CC(C)=CC=4)(=O)=O)[C:34]([C:36]4[C:44]5[C:39](=[CH:40][C:41]([O:47][CH3:48])=[C:42]([O:45][CH3:46])[CH:43]=5)[N:38]([CH3:49])[CH:37]=4)=[CH:35][C:28]=23)[CH2:24][CH2:23][CH2:22][CH2:21][CH2:20]1.[OH-].[Na+], predict the reaction product. The product is: [CH:19]1([NH:25][CH2:26][C:27]2[CH:32]=[CH:31][N:30]=[C:29]3[NH:33][C:34]([C:36]4[C:44]5[C:39](=[CH:40][C:41]([O:47][CH3:48])=[C:42]([O:45][CH3:46])[CH:43]=5)[N:38]([CH3:49])[CH:37]=4)=[CH:35][C:28]=23)[CH2:20][CH2:21][CH2:22][CH2:23][CH2:24]1. (2) Given the reactants [CH2:1]([O:3][C:4](=[O:19])[CH:5]([NH:11][C:12]([O:14][C:15]([CH3:18])([CH3:17])[CH3:16])=[O:13])[C:6]([O:8][CH2:9][CH3:10])=[O:7])[CH3:2].[O-]CC.[Na+].[CH2:24](Br)[C:25]1[CH:30]=[CH:29][CH:28]=[CH:27][CH:26]=1, predict the reaction product. The product is: [CH2:9]([O:8][C:6](=[O:7])[C:5]([CH2:24][C:25]1[CH:30]=[CH:29][CH:28]=[CH:27][CH:26]=1)([NH:11][C:12]([O:14][C:15]([CH3:17])([CH3:16])[CH3:18])=[O:13])[C:4]([O:3][CH2:1][CH3:2])=[O:19])[CH3:10]. (3) Given the reactants [CH3:1][N:2]1[CH:6]=[CH:5][CH:4]=[N:3]1.[Li]CCCC.[C:12]([O:16][C:17](=[O:31])[NH:18][C:19]1[S:20][C:21]2[CH:27]=[C:26]([CH:28]=[O:29])[CH:25]=[C:24]([Br:30])[C:22]=2[N:23]=1)([CH3:15])([CH3:14])[CH3:13].[Li].[NH4+].[Cl-], predict the reaction product. The product is: [C:12]([O:16][C:17](=[O:31])[NH:18][C:19]1[S:20][C:21]2[CH:27]=[C:26]([CH:28]([OH:29])[C:6]3[N:2]([CH3:1])[N:3]=[CH:4][CH:5]=3)[CH:25]=[C:24]([Br:30])[C:22]=2[N:23]=1)([CH3:15])([CH3:13])[CH3:14].